From a dataset of Catalyst prediction with 721,799 reactions and 888 catalyst types from USPTO. Predict which catalyst facilitates the given reaction. (1) Reactant: [N:1]1([CH2:10][CH2:11][CH2:12][OH:13])[C:5]2[CH:6]=[CH:7][CH:8]=[CH:9][C:4]=2[N:3]=[CH:2]1.[Na].C(=O)(O)[O-].[Na+].S([O-])([O-])(=O)=S.[Na+].[Na+]. Product: [N:1]1([CH2:10][CH2:11][CH:12]=[O:13])[C:5]2[CH:6]=[CH:7][CH:8]=[CH:9][C:4]=2[N:3]=[CH:2]1. The catalyst class is: 96. (2) Reactant: [CH2:1]([N:5]1[CH:10]=[CH:9][C:8](O)=[C:7]([C:12]#[N:13])[C:6]1=[O:14])[CH2:2][CH2:3][CH3:4].P(Br)(Br)([Br:17])=O. Product: [Br:17][C:8]1[CH:9]=[CH:10][N:5]([CH2:1][CH2:2][CH2:3][CH3:4])[C:6](=[O:14])[C:7]=1[C:12]#[N:13]. The catalyst class is: 3.